From a dataset of Full USPTO retrosynthesis dataset with 1.9M reactions from patents (1976-2016). Predict the reactants needed to synthesize the given product. (1) The reactants are: [Cl:1][C:2]1[CH:3]=[C:4]([CH2:10][CH2:11][C:12]2([CH:20]3[CH2:24][CH2:23][CH2:22][CH2:21]3)[O:17][C:16](=[O:18])[CH2:15][C:14](=[O:19])[CH2:13]2)[CH:5]=[CH:6][C:7]=1[O:8][CH3:9].C(=O)([O-])[O-].[Na+].[Na+].Cl[CH2:32][C:33]1[N:37]([CH3:38])[C:36]2[CH:39]=[CH:40][CH:41]=[CH:42][C:35]=2[N:34]=1. Given the product [Cl:1][C:2]1[CH:3]=[C:4]([CH2:10][CH2:11][C:12]2([CH:20]3[CH2:24][CH2:23][CH2:22][CH2:21]3)[O:17][C:16](=[O:18])[CH:15]([CH2:32][C:33]3[N:37]([CH3:38])[C:36]4[CH:39]=[CH:40][CH:41]=[CH:42][C:35]=4[N:34]=3)[C:14](=[O:19])[CH2:13]2)[CH:5]=[CH:6][C:7]=1[O:8][CH3:9], predict the reactants needed to synthesize it. (2) The reactants are: [CH3:1][O:2][C:3](=[O:15])[CH2:4][C:5]1[CH:10]=[CH:9][C:8]([C:11](=[NH:14])[NH:12][OH:13])=[CH:7][CH:6]=1.[F:16][C:17]([F:28])([F:27])[C:18](O[C:18](=O)[C:17]([F:28])([F:27])[F:16])=O. Given the product [CH3:1][O:2][C:3](=[O:15])[CH2:4][C:5]1[CH:6]=[CH:7][C:8]([C:11]2[N:14]=[C:18]([C:17]([F:28])([F:27])[F:16])[O:13][N:12]=2)=[CH:9][CH:10]=1, predict the reactants needed to synthesize it.